From a dataset of Full USPTO retrosynthesis dataset with 1.9M reactions from patents (1976-2016). Predict the reactants needed to synthesize the given product. Given the product [Cl:25][C:26]1[CH:33]=[CH:32][C:29]([CH2:30][N:15]2[CH2:14][CH2:13][CH:12]([N:10]3[CH2:11][C:7]([C:1]4[CH:2]=[CH:3][CH:4]=[CH:5][CH:6]=4)([C:19]4[CH:20]=[CH:21][CH:22]=[CH:23][CH:24]=4)[NH:8][C:9]3=[O:18])[CH2:17][CH2:16]2)=[CH:28][CH:27]=1, predict the reactants needed to synthesize it. The reactants are: [C:1]1([C:7]2([C:19]3[CH:24]=[CH:23][CH:22]=[CH:21][CH:20]=3)[CH2:11][N:10]([CH:12]3[CH2:17][CH2:16][NH:15][CH2:14][CH2:13]3)[C:9](=[O:18])[NH:8]2)[CH:6]=[CH:5][CH:4]=[CH:3][CH:2]=1.[Cl:25][C:26]1[CH:33]=[CH:32][C:29]([CH:30]=O)=[CH:28][CH:27]=1.[BH3-]C#N.[Na+].